Task: Predict which catalyst facilitates the given reaction.. Dataset: Catalyst prediction with 721,799 reactions and 888 catalyst types from USPTO (1) Reactant: [C:1]([O-:32])(=O)[CH2:2][CH2:3][C@H:4]([NH:8][C:9]([C:11]1[CH:30]=[CH:29][C:14]([NH:15][CH2:16][C:17]2[N:28]=[C:27]3[C:20]([N:21]=[C:22]([NH:24][C:25]3=[O:26])[NH2:23])=[N:19][CH:18]=2)=[CH:13][CH:12]=1)=[O:10])[C:5]([OH:7])=[O:6].[CH:33]1[C:38]([N:39]=[C:40]=[S:41])=[CH:37][C:36]2[C:42]([O:44][C:45]3([C:55]4[CH:56]=[CH:57][C:58]([OH:60])=[CH:59][C:54]=4[O:53][C:47]4[CH:48]=[C:49]([OH:52])[CH:50]=[CH:51][C:46]3=4)[C:35]=2[CH:34]=1)=[O:43].[CH3:61][CH2:62][N:63](C(C)C)C(C)C.C[N:71](C)C(N(C)C)=N. Product: [CH:30]1[C:11]([C:9]([N:8]([C@H:4]([C:5]([OH:7])=[O:6])[CH2:3][CH2:2][C:1]([NH2:71])=[O:32])[CH2:61][CH2:62][NH:63][C:40]([NH:39][C:38]2[CH:33]=[CH:34][C:35]3[C:45]4([O:44][C:42](=[O:43])[C:36]=3[CH:37]=2)[C:46]2[CH:51]=[CH:50][C:49]([OH:52])=[CH:48][C:47]=2[O:53][C:54]2[CH:59]=[C:58]([OH:60])[CH:57]=[CH:56][C:55]4=2)=[S:41])=[O:10])=[CH:12][CH:13]=[C:14]([NH:15][CH2:16][C:17]2[N:28]=[C:27]3[C:25]([N:24]=[C:22]([NH2:23])[NH:21][C:20]3=[N:19][CH:18]=2)=[O:26])[CH:29]=1. The catalyst class is: 16. (2) Reactant: [C:1]([C:3]1([C:15]2[CH:16]=[N:17][CH:18]=[CH:19][CH:20]=2)[CH2:8][CH:7](C(OCC)=O)[C:6](=[O:14])[CH2:5][CH2:4]1)#[N:2].Cl.[OH-].[Na+]. Product: [O:14]=[C:6]1[CH2:5][CH2:4][C:3]([C:15]2[CH:16]=[N:17][CH:18]=[CH:19][CH:20]=2)([C:1]#[N:2])[CH2:8][CH2:7]1. The catalyst class is: 15. (3) Product: [CH:21]1([N:17]2[C:18]3[C:14](=[CH:13][C:12]([N:8]4[CH2:7][C@H:6]([C:4]([NH2:1])=[O:5])[O:10][C:9]4=[O:11])=[CH:20][CH:19]=3)[CH2:15][C:16]2=[O:25])[CH2:24][CH2:23][CH2:22]1. Reactant: [NH3:1].CO[C:4]([C@@H:6]1[O:10][C:9](=[O:11])[N:8]([C:12]2[CH:13]=[C:14]3[C:18](=[CH:19][CH:20]=2)[N:17]([CH:21]2[CH2:24][CH2:23][CH2:22]2)[C:16](=[O:25])[CH2:15]3)[CH2:7]1)=[O:5]. The catalyst class is: 5. (4) The catalyst class is: 1. Product: [Br:1][C:2]1[CH:7]=[CH:6][C:5]([CH:8]([OH:9])[CH2:10][NH:12][CH2:13][CH2:14][OH:15])=[CH:4][C:3]=1[Cl:11]. Reactant: [Br:1][C:2]1[CH:7]=[CH:6][C:5]([CH:8]2[CH2:10][O:9]2)=[CH:4][C:3]=1[Cl:11].[NH2:12][CH2:13][CH2:14][OH:15].CCOC(C)=O.C1COCC1.